From a dataset of Experimentally validated miRNA-target interactions with 360,000+ pairs, plus equal number of negative samples. Binary Classification. Given a miRNA mature sequence and a target amino acid sequence, predict their likelihood of interaction. (1) The miRNA is hsa-miR-4744 with sequence UCUAAAGACUAGACUUCGCUAUG. The protein sequence of the target gene is MTMTTMPESLNSPVSGKAVFMEFGPPNQQMSPSPMSHGHYSMHCLHSAGHSQPDGAYSSASSFSRPLGYPYVNSVSSHASSPYISSVQSYPGSASLAQSRLEDPGADSEKSTVVEGGEVRFNGKGKKIRKPRTIYSSLQLQALNRRFQQTQYLALPERAELAASLGLTQTQVKIWFQNKRSKFKKLMKQGGAALEGSALANGRALSAGSPPVPPGWNPNSSSGKGSGGNAGSYIPSYTSWYPSAHQEAMQQPQLM. Result: 0 (no interaction). (2) The miRNA is hsa-miR-4770 with sequence UGAGAUGACACUGUAGCU. The protein sequence of the target gene is MEDEERQRKLAAGKAKLARFRQRKAQYDGDIPKKQKKKRTSSSKHDSSLHTDQQSGELCSESSQRVDLAGNPDCSGPERKHGQVFSAEPESEISTTADECSSEINGCNSVMKPRKPTDPLREEEFSLDDSSSEQGAQSSQTCLQMVEKELAEKQHDIEELTQELEEMRASFGTEGLKQLQEFEAAIKQRDGIITQLTANLQQARREKDDTMVEFLELTEQSQKLQIQFQHLQANETLQNSTLSRTATDLLQAKRQIFTQQQQLQDYQKKEEDLQAQISFLQEKLRAFEMEKDRKIENLNA.... Result: 0 (no interaction). (3) The miRNA is hsa-miR-4782-5p with sequence UUCUGGAUAUGAAGACAAUCAA. The protein sequence of the target gene is MSFPRGSHDLPAGNSSPWWPLTTEGANSSREAAGLGEGGSPPGDVRNEELAKLEVTVLAVIFVVAVLGNSSVLLALHRTPRKTSRMHLFIRHLSLADLAVAFFQVLPQLCWDITYRFRGPDWLCRVVKHLQVFAMFASSYMLVVMTADRYIAVCHPLKTLQQPARRSRLMIAASWGLSFVLSIPQYFIFSVIEFEVNNGTKAQDCWATFIPPWGTRAYVTWMTSGVFVVPVIILGTCYGFICYHIWRNVRGKTASRQSKGGKGSGEAAGPFHKGLLVTPCVSSVKSISRAKIRTVKMTFV.... Result: 0 (no interaction). (4) The miRNA is hsa-miR-6762-3p with sequence UGGCUGCUUCCCUUGGUCUCCAG. The protein sequence of the target gene is MEVTTRLTWNDENHLRKLLGNVSLSLLYKSSVHGGSIEDMVERCSRQGCTITMAYIDYNMIVAFMLGNYINLHESSTEPNDSLWFSLQKKNDTTEIETLLLNTAPKIIDEQLVCRLSKTDIFIICRDNKIYLDKMITRNLKLRFYGHRQYLECEVFRVEGIKDNLDDIKRIIKAREHRNRLLADIRDYRPYADLVSEIRILLVGPVGSGKSSFFNSVKSIFHGHVTGQAVVGSDITSITERYRIYSVKDGKNGKSLPFMLCDTMGLDGAEGAGLCMDDIPHILKGCMPDRYQFNSRKPIT.... Result: 0 (no interaction). (5) The miRNA is mmu-miR-34b-5p with sequence AGGCAGUGUAAUUAGCUGAUUGU. The protein sequence of the target gene is MNEPAKHRLGCTRTPEPDIRLRKGHQLDDTRGSNNDNYQGDLEPSLETPVCSSYYENSPEEPECHDDNSQEDEGFMGMSPLLQAHHAMERMEEFVCKVWEGRWRVIPHDVLPDWLKDNDFLLHGHRPPMPSFRACFKSIFRIHTETGNIWTHLLGCVFFLCLGIFYMFRPNISFVAPLQEKVVFGLFFLGAILCLSFSWLFHTVYCHSEGVSRLFSKLDYSGIALLIMGSFVPWLYYSFYCNPQPCFIYLIVICVLGIAAIIVSQWDMFATPQYRGVRAGVFVGLGLSGIIPTLHYVISE.... Result: 1 (interaction).